From a dataset of Forward reaction prediction with 1.9M reactions from USPTO patents (1976-2016). Predict the product of the given reaction. (1) Given the reactants I[C:2]1[CH:3]=[C:4]([N:8]2[N:12]=[N:11][C:10]([CH:13]([O:15][C:16]3[N:17]([CH3:27])[C:18]([C:21]4[CH:26]=[CH:25][N:24]=[CH:23][CH:22]=4)=[N:19][N:20]=3)[CH3:14])=[N:9]2)[CH:5]=[CH:6][CH:7]=1.[CH3:28][N:29](C=O)C, predict the reaction product. The product is: [CH3:27][N:17]1[C:18]([C:21]2[CH:26]=[CH:25][N:24]=[CH:23][CH:22]=2)=[N:19][N:20]=[C:16]1[O:15][CH:13]([C:10]1[N:11]=[N:12][N:8]([C:4]2[CH:5]=[CH:6][CH:7]=[CH:2][C:3]=2[C:28]#[N:29])[N:9]=1)[CH3:14]. (2) The product is: [N:15]([CH:21]1[C:22]2[C:23](=[N:24][CH:25]=[CH:26][CH:27]=2)[O:18][CH2:19][CH2:20]1)=[N+:16]=[N-:17]. Given the reactants C1(P([N:15]=[N+:16]=[N-:17])(C2C=CC=CC=2)=O)C=CC=CC=1.[O:18]1[C:23]2=[N:24][CH:25]=[CH:26][CH:27]=[C:22]2[CH:21](O)[CH2:20][CH2:19]1.C1CCN2C(=NCCC2)CC1, predict the reaction product. (3) Given the reactants [CH2:1]([C:3]1[CH:4]=[C:5]([CH2:11][C@@H:12]([NH:16][C:17]([N:19]2[CH2:24][CH2:23][CH:22]([N:25]3[CH2:31][CH2:30][C:29]4[CH:32]=[CH:33][CH:34]=[CH:35][C:28]=4[NH:27][C:26]3=[O:36])[CH2:21][CH2:20]2)=[O:18])[C:13](O)=[O:14])[CH:6]=[CH:7][C:8]=1[CH2:9][CH3:10])[CH3:2].[CH3:37][N:38]([CH3:45])[CH:39]1[CH2:44][CH2:43][CH2:42][NH:41][CH2:40]1, predict the reaction product. The product is: [CH2:1]([C:3]1[CH:4]=[C:5]([CH:6]=[CH:7][C:8]=1[CH2:9][CH3:10])[CH2:11][C@@H:12]([NH:16][C:17]([N:19]1[CH2:20][CH2:21][CH:22]([N:25]2[CH2:31][CH2:30][C:29]3[CH:32]=[CH:33][CH:34]=[CH:35][C:28]=3[NH:27][C:26]2=[O:36])[CH2:23][CH2:24]1)=[O:18])[C:13]([N:41]1[CH2:42][CH2:43][CH2:44][CH:39]([N:38]([CH3:45])[CH3:37])[CH2:40]1)=[O:14])[CH3:2]. (4) Given the reactants C(Cl)(=O)C(Cl)=O.[CH3:7][O:8][C:9]1[CH:10]=[C:11]([CH:15]=[CH:16][C:17]=1[C:18]1[C:22]([CH3:23])=[CH:21][S:20][CH:19]=1)[C:12]([OH:14])=O.O[N:25]=[C:26]([C:28]1[CH:33]=[CH:32][CH:31]=[CH:30][C:29]=1[O:34][CH3:35])[NH2:27].CCN(C(C)C)C(C)C, predict the reaction product. The product is: [CH3:7][O:8][C:9]1[CH:10]=[C:11]([C:12]2[O:14][N:27]=[C:26]([C:28]3[CH:33]=[CH:32][CH:31]=[CH:30][C:29]=3[O:34][CH3:35])[N:25]=2)[CH:15]=[CH:16][C:17]=1[C:18]1[C:22]([CH3:23])=[CH:21][S:20][CH:19]=1. (5) Given the reactants [C:1]([O:5][C:6]([N:8]([CH3:20])[C@@H:9]([C:17](O)=[O:18])[CH2:10][C:11]1[CH:16]=[CH:15][CH:14]=[CH:13][CH:12]=1)=[O:7])([CH3:4])([CH3:3])[CH3:2].O.O[N:23]1[C:27]2C=CC=CC=2N=N1.CN.C(Cl)Cl, predict the reaction product. The product is: [C:1]([O:5][C:6](=[O:7])[N:8]([CH3:20])[C@@H:9]([C:17](=[O:18])[NH:23][CH3:27])[CH2:10][C:11]1[CH:16]=[CH:15][CH:14]=[CH:13][CH:12]=1)([CH3:4])([CH3:3])[CH3:2]. (6) Given the reactants [F:1][C:2]1[CH:33]=[CH:32][C:5]([CH2:6][C:7]2[CH:16]=[C:15]3[C:10]([C:11]([OH:31])=[C:12]([C:26](OCC)=[O:27])[C:13](=[O:25])[N:14]3[CH2:17][CH2:18][N:19]3[CH2:23][CH2:22][CH2:21][C:20]3=[O:24])=[N:9][CH:8]=2)=[CH:4][CH:3]=1.[O:34]1[CH2:38][CH2:37][CH2:36][CH:35]1[CH2:39][NH2:40], predict the reaction product. The product is: [F:1][C:2]1[CH:33]=[CH:32][C:5]([CH2:6][C:7]2[CH:16]=[C:15]3[C:10]([C:11]([OH:31])=[C:12]([C:26]([NH:40][CH2:39][CH:35]4[CH2:36][CH2:37][CH2:38][O:34]4)=[O:27])[C:13](=[O:25])[N:14]3[CH2:17][CH2:18][N:19]3[CH2:23][CH2:22][CH2:21][C:20]3=[O:24])=[N:9][CH:8]=2)=[CH:4][CH:3]=1. (7) The product is: [CH2:1]([N:3]1[C:11]2[C:6](=[CH:7][C:8]([NH:12][C:22]([C:21]3[S:20][C:19]([C:25]4[CH:30]=[CH:29][CH:28]=[CH:27][N:26]=4)=[N:18][C:17]=3[CH3:16])=[O:23])=[CH:9][CH:10]=2)[C:5](=[O:15])[NH:4]1)[CH3:2]. Given the reactants [CH2:1]([N:3]1[C:11]2[C:6](=[CH:7][C:8]([N+:12]([O-])=O)=[CH:9][CH:10]=2)[C:5](=[O:15])[NH:4]1)[CH3:2].[CH3:16][C:17]1[N:18]=[C:19]([C:25]2[CH:30]=[CH:29][CH:28]=[CH:27][N:26]=2)[S:20][C:21]=1[C:22](O)=[O:23].C(N1C2C(=CC(NC(C3C(C)=NN(C4C=CC=CC=4)N=3)=O)=CC=2)C(=O)N1)C.C1COCC1, predict the reaction product.